This data is from Forward reaction prediction with 1.9M reactions from USPTO patents (1976-2016). The task is: Predict the product of the given reaction. (1) Given the reactants [NH2:1][C:2]1[C:11]2[C:6](=[CH:7][CH:8]=[CH:9][C:10]=2[O:12][CH2:13][C:14]([CH3:19])([CH3:18])[C:15]([OH:17])=O)[N:5]=[C:4]([CH3:20])[C:3]=1[C:21]([O:23][CH2:24][CH3:25])=[O:22].[CH:26]1([NH2:34])[CH2:33][CH2:32][CH2:31][CH2:30][CH2:29][CH2:28][CH2:27]1, predict the reaction product. The product is: [NH2:1][C:2]1[C:11]2[C:6](=[CH:7][CH:8]=[CH:9][C:10]=2[O:12][CH2:13][C:14]([CH3:19])([CH3:18])[C:15]([NH:34][CH:26]2[CH2:33][CH2:32][CH2:31][CH2:30][CH2:29][CH2:28][CH2:27]2)=[O:17])[N:5]=[C:4]([CH3:20])[C:3]=1[C:21]([O:23][CH2:24][CH3:25])=[O:22]. (2) Given the reactants [NH2:1][C:2]1[N:10]=[C:9]2[C:5]([NH:6][CH:7]=[N:8]2)=[C:4](Cl)[N:3]=1.[OH-].[Na+].[CH2:14]([OH:21])[C:15]1[CH:20]=[CH:19][CH:18]=[CH:17][CH:16]=1, predict the reaction product. The product is: [NH2:1][C:2]1[N:10]=[C:9]2[C:5]([NH:6][CH:7]=[N:8]2)=[C:4]([O:21][CH2:14][C:15]2[CH:20]=[CH:19][CH:18]=[CH:17][CH:16]=2)[N:3]=1. (3) Given the reactants FC1C(F)=CC(C2C=CC(OCC3C=C4C(C=CN4CCC(O)=O)=CC=3)=CC=2)=C(OC)C=1.C([O:35][C:36](=[O:65])[CH2:37][N:38]1[C:46]2[C:41](=[CH:42][CH:43]=[C:44]([CH2:47][O:48][C:49]3[CH:54]=[CH:53][C:52]([C:55]4[CH:60]=[C:59]([F:61])[C:58]([F:62])=[CH:57][C:56]=4[O:63][CH3:64])=[CH:51][CH:50]=3)[CH:45]=2)[CH:40]=[CH:39]1)C, predict the reaction product. The product is: [F:62][C:58]1[C:59]([F:61])=[CH:60][C:55]([C:52]2[CH:53]=[CH:54][C:49]([O:48][CH2:47][C:44]3[CH:45]=[C:46]4[C:41]([CH:40]=[CH:39][N:38]4[CH2:37][C:36]([OH:65])=[O:35])=[CH:42][CH:43]=3)=[CH:50][CH:51]=2)=[C:56]([O:63][CH3:64])[CH:57]=1. (4) Given the reactants [CH3:1][N:2]1[C:11](=[O:12])[C:10]2[C:5](=[CH:6][CH:7]=[CH:8][CH:9]=2)[N:4]=[C:3]1[CH2:13][O:14][C:15]1[CH:28]=[CH:27][C:18]([CH2:19][CH:20]2[S:24][C:23](=[O:25])[NH:22][C:21]2=[O:26])=[CH:17][CH:16]=1.[K:29], predict the reaction product. The product is: [K:29].[CH3:1][N:2]1[C:11](=[O:12])[C:10]2[C:5](=[CH:6][CH:7]=[CH:8][CH:9]=2)[N:4]=[C:3]1[CH2:13][O:14][C:15]1[CH:28]=[CH:27][C:18]([CH2:19][CH:20]2[S:24][C:23](=[O:25])[NH:22][C:21]2=[O:26])=[CH:17][CH:16]=1. (5) Given the reactants [CH2:1]([O:4][C:5]1[CH:13]=[CH:12][CH:11]=[CH:10][C:6]=1[C:7]([OH:9])=[O:8])[CH2:2][CH3:3].[Cl:14][S:15](O)(=[O:17])=[O:16].S(Cl)(Cl)=O, predict the reaction product. The product is: [Cl:14][S:15]([C:11]1[CH:12]=[CH:13][C:5]([O:4][CH2:1][CH2:2][CH3:3])=[C:6]([CH:10]=1)[C:7]([OH:9])=[O:8])(=[O:17])=[O:16].